From a dataset of Forward reaction prediction with 1.9M reactions from USPTO patents (1976-2016). Predict the product of the given reaction. (1) Given the reactants [Cl:1][C:2]1[CH:7]=[C:6]([Cl:8])[CH:5]=[CH:4][C:3]=1[C:9]1[N:10]=[C:11]([CH2:28][CH3:29])[C:12]([NH:17][C@@H:18]2[C:26]3[C:21](=[CH:22][CH:23]=[CH:24][CH:25]=3)[CH2:20][C@@H:19]2O)=[N:13][C:14]=1[CH2:15][CH3:16].BrC1N=C(CC)C(NC2C3C(=C[C:45]([O:49]C)=CC=3)CC2)=NC=1CC, predict the reaction product. The product is: [Cl:1][C:2]1[CH:7]=[C:6]([Cl:8])[CH:5]=[CH:4][C:3]=1[C:9]1[N:10]=[C:11]([CH2:28][CH3:29])[C:12]([NH:17][CH:18]2[C:26]3[C:21](=[CH:22][C:23]([O:49][CH3:45])=[CH:24][CH:25]=3)[CH2:20][CH2:19]2)=[N:13][C:14]=1[CH2:15][CH3:16]. (2) The product is: [C:19]([S:21][CH:2]1[CH2:5][N:4]([C:6]([O:8][C:9]([CH3:12])([CH3:11])[CH3:10])=[O:7])[CH2:3]1)(=[O:22])[CH3:20]. Given the reactants I[CH:2]1[CH2:5][N:4]([C:6]([O:8][C:9]([CH3:12])([CH3:11])[CH3:10])=[O:7])[CH2:3]1.C(=O)([O-])[O-].[Cs+].[Cs+].[C:19]([OH:22])(=[S:21])[CH3:20].CN(C)C=O, predict the reaction product. (3) Given the reactants FC(F)(F)S(O[CH2:7][C:8]([F:16])([F:15])[C:9]1[CH:14]=[CH:13][CH:12]=[CH:11][N:10]=1)(=O)=O.[CH3:19][O:20][C:21](=[O:32])[CH2:22][C:23]1[C:24](=[O:31])[N:25]([NH2:30])[CH:26]=[CH:27][C:28]=1[CH3:29], predict the reaction product. The product is: [CH3:19][O:20][C:21](=[O:32])[CH2:22][C:23]1[C:24](=[O:31])[N:25]([NH:30][CH2:7][C:8]([F:16])([F:15])[C:9]2[CH:14]=[CH:13][CH:12]=[CH:11][N:10]=2)[CH:26]=[CH:27][C:28]=1[CH3:29]. (4) Given the reactants ClCCl.Cl.[F:5][C:6]([F:17])([F:16])[C:7]([N:9]1[CH2:14][CH2:13][CH:12]([NH2:15])[CH2:11][CH2:10]1)=[O:8].[O:18]1[C:23]2[CH:24]=[CH:25][C:26]([CH:28]=O)=[CH:27][C:22]=2[O:21][CH2:20][CH2:19]1.C(O[BH-](OC(=O)C)OC(=O)C)(=O)C.[Na+], predict the reaction product. The product is: [O:18]1[C:23]2[CH:24]=[CH:25][C:26]([CH2:28][NH:15][CH:12]3[CH2:13][CH2:14][N:9]([C:7](=[O:8])[C:6]([F:5])([F:16])[F:17])[CH2:10][CH2:11]3)=[CH:27][C:22]=2[O:21][CH2:20][CH2:19]1. (5) The product is: [Cl:1][C:2]1[CH:7]=[C:6]([O:8][CH3:9])[C:5]([CH3:23])=[CH:4][C:3]=1[NH2:11]. Given the reactants [Cl:1][C:2]1[CH:7]=[C:6]([O:8][CH3:9])[CH:5]=[C:4](C)[C:3]=1[N+:11]([O-])=O.S(S([O-])=O)([O-])=O.[Na+].[Na+].O.[CH3:23]CO, predict the reaction product. (6) Given the reactants [F:1][C:2]1[C:3]([N+:15]([O-])=O)=[C:4]([NH:8][C:9]2[CH:14]=[CH:13][CH:12]=[CH:11][CH:10]=2)[CH:5]=[CH:6][CH:7]=1, predict the reaction product. The product is: [F:1][C:2]1[CH:7]=[CH:6][CH:5]=[C:4]([NH:8][C:9]2[CH:14]=[CH:13][CH:12]=[CH:11][CH:10]=2)[C:3]=1[NH2:15]. (7) Given the reactants [Cl:1][C:2]1[CH:8]=[CH:7][C:5]([NH2:6])=[C:4](I)[CH:3]=1.[CH:10]1(P(C2CCCCC2)C2CCCCC2)CCCCC1.[CH3:29][C:30]([O:35][CH2:36][C:37]#[CH:38])([CH3:34])[C:31]([OH:33])=[O:32].C(N)(C)(C)C, predict the reaction product. The product is: [CH3:10][O:32][C:31](=[O:33])[C:30]([O:35][CH2:36][C:37]#[C:38][C:4]1[CH:3]=[C:2]([Cl:1])[CH:8]=[CH:7][C:5]=1[NH2:6])([CH3:34])[CH3:29]. (8) Given the reactants [OH:1][C:2]1[CH:34]=[CH:33][C:5]([C:6]([NH:8][N:9]([C:13](=[O:32])/[CH:14]=[CH:15]/[C:16]2[C:24]3[C:19](=[CH:20][CH:21]=[CH:22][CH:23]=3)[N:18]([C:25]([O:27][C:28]([CH3:31])([CH3:30])[CH3:29])=[O:26])[CH:17]=2)[CH:10]([CH3:12])[CH3:11])=[O:7])=[CH:4][CH:3]=1.[C:35]([O-])([O-])=O.[K+].[K+].IC, predict the reaction product. The product is: [CH:10]([N:9]([C:13](=[O:32])/[CH:14]=[CH:15]/[C:16]1[C:24]2[C:19](=[CH:20][CH:21]=[CH:22][CH:23]=2)[N:18]([C:25]([O:27][C:28]([CH3:29])([CH3:31])[CH3:30])=[O:26])[CH:17]=1)[NH:8][C:6](=[O:7])[C:5]1[CH:4]=[CH:3][C:2]([O:1][CH3:35])=[CH:34][CH:33]=1)([CH3:11])[CH3:12]. (9) Given the reactants [CH2:1]([C@H:8]([NH:29]C(=O)OC(C)(C)C)[C@@H:9]([OH:28])[CH:10]([NH:16][S:17]([C:20]1[CH:25]=[CH:24][C:23]([O:26][CH3:27])=[CH:22][CH:21]=1)(=[O:19])=[O:18])OC(CC)C)[C:2]1[CH:7]=[CH:6][CH:5]=[CH:4][CH:3]=1, predict the reaction product. The product is: [NH2:29][C@@H:8]([CH2:1][C:2]1[CH:7]=[CH:6][CH:5]=[CH:4][CH:3]=1)[C@H:9]([OH:28])[CH2:10][N:16]([O:26][CH:23]([CH2:22][CH3:21])[CH3:24])[S:17]([C:20]1[CH:25]=[CH:24][C:23]([O:26][CH3:27])=[CH:22][CH:21]=1)(=[O:18])=[O:19]. (10) Given the reactants [C:1]([N:4](C)[NH:5][C:6](=[O:24])[CH:7](OCC1C=CC=CC=1)[C:8]([NH:10][N:11](C(O)=O)[CH3:12])=[O:9])(O)=O, predict the reaction product. The product is: [CH3:12][NH:11][NH:10][C:8](=[O:9])[CH2:7][C:6]([NH:5][NH:4][CH3:1])=[O:24].